Dataset: Catalyst prediction with 721,799 reactions and 888 catalyst types from USPTO. Task: Predict which catalyst facilitates the given reaction. (1) Reactant: C(=O)([O-])[O-].[Ca+2].[C:6]([O:10][C:11]([N:13]1[CH2:16][CH:15]([CH2:17][O:18][C:19]2[CH:24]=[CH:23][C:22]([C:25]3[C:30]([Cl:31])=[CH:29][C:28]([NH2:32])=[CH:27][C:26]=3[Cl:33])=[CH:21][CH:20]=2)[CH2:14]1)=[O:12])([CH3:9])([CH3:8])[CH3:7].[C:34](Cl)(Cl)=[S:35].Cl. Product: [C:6]([O:10][C:11]([N:13]1[CH2:14][CH:15]([CH2:17][O:18][C:19]2[CH:20]=[CH:21][C:22]([C:25]3[C:26]([Cl:33])=[CH:27][C:28]([N:32]=[C:34]=[S:35])=[CH:29][C:30]=3[Cl:31])=[CH:23][CH:24]=2)[CH2:16]1)=[O:12])([CH3:9])([CH3:7])[CH3:8]. The catalyst class is: 46. (2) Reactant: [CH:1]1([OH:7])[CH2:6][CH2:5][CH2:4][CH2:3][CH2:2]1.[H-].[Na+].F[C:11]1[CH:16]=[CH:15][C:14]([N+:17]([O-])=O)=[CH:13][C:12]=1[C:20]([F:23])([F:22])[F:21]. Product: [CH:1]1([O:7][C:11]2[CH:16]=[CH:15][C:14]([NH2:17])=[CH:13][C:12]=2[C:20]([F:21])([F:23])[F:22])[CH2:6][CH2:5][CH2:4][CH2:3][CH2:2]1. The catalyst class is: 7. (3) Product: [CH2:8]([C:10]1[O:11][C:12]2[CH:27]=[CH:26][C:25]([OH:28])=[CH:24][C:13]=2[C:14]=1[C:15]([C:17]1[CH:18]=[CH:19][C:20]([OH:23])=[CH:21][CH:22]=1)=[O:16])[CH3:9]. The catalyst class is: 2. Reactant: [Al+3].[Cl-].[Cl-].[Cl-].SCC.[CH2:8]([C:10]1[O:11][C:12]2[CH:27]=[CH:26][C:25]([O:28]C)=[CH:24][C:13]=2[C:14]=1[C:15]([C:17]1[CH:22]=[CH:21][C:20]([OH:23])=[CH:19][CH:18]=1)=[O:16])[CH3:9]. (4) The catalyst class is: 5. Reactant: [Cl:1][C:2]1[CH:9]=[CH:8][CH:7]=[C:6]([CH3:10])[C:3]=1[CH:4]=[O:5].[BH4-].[Na+]. Product: [Cl:1][C:2]1[CH:9]=[CH:8][CH:7]=[C:6]([CH3:10])[C:3]=1[CH2:4][OH:5]. (5) Reactant: [Br:1][C:2]1[CH:20]=[CH:19][C:5]2[N:6]([CH3:18])[C:7](=[O:17])[N:8]([CH2:9][CH2:10][N:11]3[CH2:16][CH2:15][NH:14][CH2:13][CH2:12]3)[C:4]=2[C:3]=1[O:21][CH2:22][CH:23]1[CH2:26][CH2:25][CH2:24]1.C=O.O.[C:30]([BH3-])#N.[Na+]. Product: [Br:1][C:2]1[CH:20]=[CH:19][C:5]2[N:6]([CH3:18])[C:7](=[O:17])[N:8]([CH2:9][CH2:10][N:11]3[CH2:12][CH2:13][N:14]([CH3:30])[CH2:15][CH2:16]3)[C:4]=2[C:3]=1[O:21][CH2:22][CH:23]1[CH2:26][CH2:25][CH2:24]1. The catalyst class is: 7.